Dataset: Forward reaction prediction with 1.9M reactions from USPTO patents (1976-2016). Task: Predict the product of the given reaction. (1) Given the reactants C[O:2][C:3]([C:5]1([NH:12][C:13](=[O:33])[C:14]2[CH:19]=[CH:18][C:17]([C:20](=O)[CH3:21])=[C:16]([O:23][CH2:24][CH2:25][C:26]3[CH:27]=[C:28]([CH3:32])[CH:29]=[CH:30][CH:31]=3)[CH:15]=2)[CH2:11][CH2:10][CH2:9][CH2:8][CH2:7][CH2:6]1)=[O:4].[BH4-].[Na+].C(N(S(F)(F)[F:42])CC)C, predict the reaction product. The product is: [F:42][CH:20]([C:17]1[CH:18]=[CH:19][C:14]([C:13]([NH:12][C:5]2([C:3]([OH:2])=[O:4])[CH2:11][CH2:10][CH2:9][CH2:8][CH2:7][CH2:6]2)=[O:33])=[CH:15][C:16]=1[O:23][CH2:24][CH2:25][C:26]1[CH:27]=[C:28]([CH3:32])[CH:29]=[CH:30][CH:31]=1)[CH3:21]. (2) Given the reactants [Cl:1][C:2]1[C:3]([F:23])=[C:4]([CH:17]2[CH2:21][NH:20][C:19](=[O:22])[CH2:18]2)[C:5]([O:14][CH2:15][CH3:16])=[C:6]([C:8]2([CH3:13])OCC[O:9]2)[CH:7]=1.Cl.O, predict the reaction product. The product is: [C:8]([C:6]1[C:5]([O:14][CH2:15][CH3:16])=[C:4]([CH:17]2[CH2:21][NH:20][C:19](=[O:22])[CH2:18]2)[C:3]([F:23])=[C:2]([Cl:1])[CH:7]=1)(=[O:9])[CH3:13]. (3) Given the reactants [CH3:1][CH:2]([CH3:39])[CH2:3][C@@H:4]([NH:31]C(=O)OC(C)(C)C)[C:5](=[O:30])[NH:6][CH:7]1[CH2:16][C:15]2[C:10](=[C:11]([N:17]3[CH2:21][CH2:20][CH2:19][C:18]3=[O:22])[CH:12]=[CH:13][CH:14]=2)[N:9]([CH2:23][C:24]2[CH:28]=[CH:27][S:26][CH:25]=2)[C:8]1=[O:29].[C:40]([O:44][C:45]([NH:47][C:48]([CH3:53])([CH3:52])[C:49]([OH:51])=O)=[O:46])([CH3:43])([CH3:42])[CH3:41].ON1C2C=CC=CC=2N=N1.Cl.C(N=C=NCCCN(C)C)C.[Cl-].[Na+], predict the reaction product. The product is: [CH3:52][C:48]([NH:47][C:45](=[O:46])[O:44][C:40]([CH3:41])([CH3:42])[CH3:43])([CH3:53])[C:49]([NH:31][C@H:4]([CH2:3][CH:2]([CH3:39])[CH3:1])[C:5](=[O:30])[NH:6][CH:7]1[CH2:16][C:15]2[C:10](=[C:11]([N:17]3[CH2:21][CH2:20][CH2:19][C:18]3=[O:22])[CH:12]=[CH:13][CH:14]=2)[N:9]([CH2:23][C:24]2[CH:28]=[CH:27][S:26][CH:25]=2)[C:8]1=[O:29])=[O:51]. (4) The product is: [C:29]([O:32][CH2:21][C:10]([CH2:9][O:8][Si:1]([C:4]([CH3:7])([CH3:6])[CH3:5])([CH3:3])[CH3:2])([C:16]([O:18][CH2:19][CH3:20])=[O:17])[C:11]([O:13][CH2:14][CH3:15])=[O:12])(=[O:31])[CH3:30]. Given the reactants [Si:1]([O:8][CH2:9][C:10]([CH2:21]SC)([C:16]([O:18][CH2:19][CH3:20])=[O:17])[C:11]([O:13][CH2:14][CH3:15])=[O:12])([C:4]([CH3:7])([CH3:6])[CH3:5])([CH3:3])[CH3:2].S(Cl)(Cl)(=O)=O.[C:29]([O-:32])(=[O:31])[CH3:30].[K+].C1OCCOC2C(=CC=CC=2)OCCOCCOC2C(=CC=CC=2)OC1, predict the reaction product.